Dataset: Reaction yield outcomes from USPTO patents with 853,638 reactions. Task: Predict the reaction yield, written as a fraction of the theoretical maximum amount of product (1.0 means a 100% yield; for example, 0.34 means a 34% yield). The reactants are [NH2:1][C:2]1[C:15]2OC3C(=CC=CC=3)[C:7](=[C:16]3[CH2:22][CH:21]4[N:23](C(=O)C(F)(F)F)[CH:18]([CH2:19][CH2:20]4)[CH2:17]3)[C:6]=2[CH:5]=[CH:4][CH:3]=1.Br[C:31]1[CH:32]=[N:33][CH:34]=[CH:35][CH:36]=1.C[C:38]([CH3:41])([O-:40])[CH3:39].[K+].O1C[CH2:46][CH2:45][CH2:44]1.CC1(C)C2C(=C(P(C3C=CC=CC=3)C3C=CC=CC=3)C=CC=2)OC2C(P(C3C=CC=CC=3)C3C=CC=CC=3)=CC=CC1=2. The catalyst is O1CCOCC1.C1C=CC(/C=C/C(/C=C/C2C=CC=CC=2)=O)=CC=1.C1C=CC(/C=C/C(/C=C/C2C=CC=CC=2)=O)=CC=1.C1C=CC(/C=C/C(/C=C/C2C=CC=CC=2)=O)=CC=1.[Pd].[Pd].O. The product is [CH:18]12[NH:23][CH:21]([CH2:20][CH2:19]1)[CH2:22][C:16](=[C:7]1[C:6]3[CH:5]=[CH:4][CH:3]=[C:2]([NH:1][C:31]4[CH:32]=[N:33][CH:34]=[CH:35][CH:36]=4)[C:15]=3[O:40][C:38]3[C:41]1=[CH:44][CH:45]=[CH:46][CH:39]=3)[CH2:17]2. The yield is 0.120.